Dataset: Reaction yield outcomes from USPTO patents with 853,638 reactions. Task: Predict the reaction yield, written as a fraction of the theoretical maximum amount of product (1.0 means a 100% yield; for example, 0.34 means a 34% yield). (1) The reactants are [CH3:1][C:2]1([CH3:32])[CH2:10][C:9]2[NH:8][N:7]=[C:6]([C:11]3[NH:12][C:13]4[C:18]([CH:19]=3)=[CH:17][CH:16]=[C:15]([N:20](C)[C:21](=O)OCC3C=CC=CC=3)[CH:14]=4)[C:5]=2[CH2:4][CH2:3]1.C([O-])=O.[NH4+]. The catalyst is C(O)C.[C].[Pd]. The product is [CH3:1][C:2]1([CH3:32])[CH2:10][C:9]2[NH:8][N:7]=[C:6]([C:11]3[NH:12][C:13]4[C:18]([CH:19]=3)=[CH:17][CH:16]=[C:15]([NH:20][CH3:21])[CH:14]=4)[C:5]=2[CH2:4][CH2:3]1. The yield is 0.900. (2) The reactants are [Cl:1][C:2]1[C:10]2[N:9]=[C:8]3[N:11]([C:15]4[CH:20]=[CH:19][C:18]([Cl:21])=[CH:17][C:16]=4[Cl:22])[CH2:12][CH2:13][CH2:14][N:7]3[C:6]=2[C:5]([CH:23]([OH:26])[CH2:24][CH3:25])=[CH:4][CH:3]=1.N(C(N1CCCCC1)=O)=NC(N1CCCCC1)=O.C(P(CCCC)CCCC)CCC.[F:58][C:59]([F:63])([F:62])[CH2:60]O. The catalyst is O1CCCC1. The product is [Cl:1][C:2]1[C:10]2[N:9]=[C:8]3[N:11]([C:15]4[CH:20]=[CH:19][C:18]([Cl:21])=[CH:17][C:16]=4[Cl:22])[CH2:12][CH2:13][CH2:14][N:7]3[C:6]=2[C:5]([CH:23]([O:26][CH2:60][C:59]([F:63])([F:62])[F:58])[CH2:24][CH3:25])=[CH:4][CH:3]=1. The yield is 0.350. (3) The reactants are [Cl:1][C:2]1[CH:3]=[C:4]([NH:9][C:10](=[O:14])[CH:11]=NO)[CH:5]=[C:6]([Cl:8])[CH:7]=1.S(=O)(=O)(O)[OH:16]. No catalyst specified. The product is [Cl:1][C:2]1[CH:7]=[C:6]([Cl:8])[CH:5]=[C:4]2[C:3]=1[C:11](=[O:16])[C:10](=[O:14])[NH:9]2. The yield is 0.810. (4) The reactants are [CH3:1][C:2]1[CH:7]=[C:6]([CH3:8])[CH:5]=[CH:4][C:3]=1[OH:9].CN(P(N(C)C)(N(C)C)=O)C.[CH2:21]=[O:22]. The catalyst is C1(C)C=CC=CC=1.C([Mg]Br)C. The product is [OH:22][C:21]1[C:2]([CH3:1])=[CH:7][C:6]([CH3:8])=[CH:5][C:4]=1[CH:3]=[O:9]. The yield is 0.590. (5) The reactants are [CH3:1][C:2]1[CH:7]=[C:6]([CH2:8][O:9][C:10]([NH:12][C@:13]([CH3:38])([C:34]([O:36]C)=[O:35])[CH2:14][C:15]2[CH:20]=[CH:19][C:18]([O:21]C(OCC3C=C(C)N=C(C)C=3)=O)=[CH:17][CH:16]=2)=[O:11])[CH:5]=[C:4]([CH3:39])[N:3]=1.[Li+].[OH-].Cl. The catalyst is C1COCC1. The product is [C:34]([C@:13]([NH:12][C:10](=[O:11])[O:9][CH2:8][C:6]1[CH:7]=[C:2]([CH3:1])[N:3]=[C:4]([CH3:39])[CH:5]=1)([CH3:38])[CH2:14][C:15]1[CH:20]=[CH:19][C:18]([OH:21])=[CH:17][CH:16]=1)([OH:36])=[O:35]. The yield is 0.890.